From a dataset of Peptide-MHC class I binding affinity with 185,985 pairs from IEDB/IMGT. Regression. Given a peptide amino acid sequence and an MHC pseudo amino acid sequence, predict their binding affinity value. This is MHC class I binding data. (1) The peptide sequence is MPYAAHDPI. The MHC is HLA-C05:01 with pseudo-sequence HLA-C05:01. The binding affinity (normalized) is 0.0847. (2) The peptide sequence is RVMPVFAFK. The MHC is HLA-A69:01 with pseudo-sequence HLA-A69:01. The binding affinity (normalized) is 0.381. (3) The binding affinity (normalized) is 0. The MHC is HLA-A26:01 with pseudo-sequence HLA-A26:01. The peptide sequence is SQAKKPEVRI. (4) The peptide sequence is IQKGMFVVK. The MHC is HLA-B51:01 with pseudo-sequence HLA-B51:01. The binding affinity (normalized) is 0.0847. (5) The peptide sequence is ISYPPLHER. The MHC is HLA-A31:01 with pseudo-sequence HLA-A31:01. The binding affinity (normalized) is 0.703. (6) The peptide sequence is AVRHFPRIW. The MHC is HLA-B46:01 with pseudo-sequence HLA-B46:01. The binding affinity (normalized) is 0.0846. (7) The peptide sequence is VNRWLFRHL. The MHC is HLA-A02:16 with pseudo-sequence HLA-A02:16. The binding affinity (normalized) is 0.0847. (8) The peptide sequence is SLSEPWRDF. The MHC is HLA-A30:01 with pseudo-sequence HLA-A30:01. The binding affinity (normalized) is 0.0847. (9) The peptide sequence is GPDIYKGVY. The MHC is HLA-A01:01 with pseudo-sequence HLA-A01:01. The binding affinity (normalized) is 0.0406.